Dataset: Catalyst prediction with 721,799 reactions and 888 catalyst types from USPTO. Task: Predict which catalyst facilitates the given reaction. (1) Reactant: [OH:1][CH2:2][C@@H:3]1[CH2:7][CH2:6][CH2:5][N:4]1/[N+:8](/[O-:11])=[N:9]/[O-:10].[Na+].Br[CH2:14][CH2:15][CH2:16][CH3:17]. Product: [CH2:14]([O:10]/[N:9]=[N+:8](/[N:4]1[CH2:5][CH2:6][CH2:7][C@H:3]1[CH2:2][OH:1])\[O-:11])[CH2:15][CH2:16][CH3:17]. The catalyst class is: 639. (2) The catalyst class is: 1. Reactant: [N:1]1[C:10]2[CH:9]=[CH:8][CH:7]=[C:6]([C:11]([OH:13])=O)[C:5]=2[CH:4]=[CH:3][CH:2]=1.N1C2C=CC=C(C(Cl)=O)C=2C=CC=1.[CH3:27][O:28][CH2:29][CH2:30][N:31]1[C:35]([CH3:36])=[C:34]([CH3:37])[S:33][C:32]1=[NH:38].CCN(CC)CC. Product: [CH3:27][O:28][CH2:29][CH2:30][N:31]1[C:35]([CH3:36])=[C:34]([CH3:37])[S:33]/[C:32]/1=[N:38]\[C:11]([C:6]1[C:5]2[CH:4]=[CH:3][CH:2]=[N:1][C:10]=2[CH:9]=[CH:8][CH:7]=1)=[O:13]. (3) Reactant: [N:1]1[CH:6]=[CH:5][C:4](B(O)O)=[CH:3][CH:2]=1.I[C:11]1[CH:16]=[CH:15][C:14]([N+:17]([O-:19])=[O:18])=[CH:13][CH:12]=1.C([O-])([O-])=O.[Na+].[Na+].CCOC(C)=O. Product: [N+:17]([C:14]1[CH:15]=[CH:16][C:11]([C:4]2[CH:5]=[CH:6][N:1]=[CH:2][CH:3]=2)=[CH:12][CH:13]=1)([O-:19])=[O:18]. The catalyst class is: 551. (4) Reactant: [OH:1][C:2]1[CH:11]=[C:10]2[C:5]([C:6](=O)[CH:7]=[C:8]([C:12]([O:14][CH2:15][CH3:16])=[O:13])[O:9]2)=[CH:4][CH:3]=1.Cl. Product: [OH:1][C:2]1[CH:11]=[C:10]2[C:5]([CH2:6][CH2:7][CH:8]([C:12]([O:14][CH2:15][CH3:16])=[O:13])[O:9]2)=[CH:4][CH:3]=1. The catalyst class is: 256. (5) Reactant: [Br:1][C:2]1[CH:7]=[CH:6][C:5]([C:8]2[CH:13]=[CH:12][C:11]([NH:14][C:15](NC3C=CC(OC4C=CN=C(NCCCCN(C)C)N=4)=CC=3C)=[O:16])=[CH:10][C:9]=2[C:40]([F:43])([F:42])[F:41])=[CH:4][CH:3]=1.[NH2:44][C:45]1[CH:65]=[CH:64][C:48]([O:49][C:50]2[CH:55]=[CH:54][N:53]=[C:52]([NH:56][CH2:57][CH2:58][CH2:59][CH2:60][N:61]([CH3:63])[CH3:62])[N:51]=2)=[CH:47][C:46]=1[C:66]([F:69])([F:68])[F:67]. Product: [Br:1][C:2]1[CH:3]=[CH:4][C:5]([C:8]2[CH:13]=[CH:12][C:11]([NH:14][C:15]([NH:44][C:45]3[CH:65]=[CH:64][C:48]([O:49][C:50]4[CH:55]=[CH:54][N:53]=[C:52]([NH:56][CH2:57][CH2:58][CH2:59][CH2:60][N:61]([CH3:63])[CH3:62])[N:51]=4)=[CH:47][C:46]=3[C:66]([F:68])([F:69])[F:67])=[O:16])=[CH:10][C:9]=2[C:40]([F:41])([F:42])[F:43])=[CH:6][CH:7]=1. The catalyst class is: 61.